Dataset: Catalyst prediction with 721,799 reactions and 888 catalyst types from USPTO. Task: Predict which catalyst facilitates the given reaction. (1) Reactant: [NH2:1][C:2]1[S:3][C:4]2[C:9]([N:10]=1)=[CH:8][CH:7]=[C:6]([O:11][C:12]1[CH:13]=[CH:14][C:15]([CH3:32])=[C:16]([NH:18][C:19](=[O:31])[C:20]3[CH:25]=[CH:24][CH:23]=[C:22]([C:26]4([C:29]#[N:30])[CH2:28][CH2:27]4)[CH:21]=3)[CH:17]=1)[N:5]=2.[Cl:33][CH2:34][C:35](Cl)=[O:36]. Product: [Cl:33][CH2:34][C:35]([NH:1][C:2]1[S:3][C:4]2[C:9]([N:10]=1)=[CH:8][CH:7]=[C:6]([O:11][C:12]1[CH:13]=[CH:14][C:15]([CH3:32])=[C:16]([NH:18][C:19](=[O:31])[C:20]3[CH:25]=[CH:24][CH:23]=[C:22]([C:26]4([C:29]#[N:30])[CH2:27][CH2:28]4)[CH:21]=3)[CH:17]=1)[N:5]=2)=[O:36]. The catalyst class is: 42. (2) Reactant: [Cl:1][C:2]1[CH:3]=[C:4]([CH2:13]O)[CH:5]=[N:6][C:7]=1[O:8][CH2:9][CH:10]([F:12])[F:11].[C:15]1(=[O:25])[NH:19][C:18](=[O:20])[C:17]2=[CH:21][CH:22]=[CH:23][CH:24]=[C:16]12.N(C(OC(C)(C)C)=O)=NC(OC(C)(C)C)=O.C1(P(C2C=CC=CC=2)C2C=CC=CC=2)C=CC=CC=1. Product: [Cl:1][C:2]1[CH:3]=[C:4]([CH2:13][N:19]2[C:15](=[O:25])[C:16]3[C:17](=[CH:21][CH:22]=[CH:23][CH:24]=3)[C:18]2=[O:20])[CH:5]=[N:6][C:7]=1[O:8][CH2:9][CH:10]([F:11])[F:12]. The catalyst class is: 1. (3) Reactant: Cl.Cl.[NH:3]1[CH2:8][CH2:7][CH2:6][C@@H:5]([NH:9][C:10]2[CH:11]=[C:12]3[C:16](=[CH:17][CH:18]=2)[NH:15][N:14]=[CH:13]3)[CH2:4]1.[C:19]([O:27][CH2:28][CH2:29][O:30][C:31]1[CH:36]=[C:35]([CH:37]=O)[CH:34]=[CH:33][C:32]=1[CH3:39])(=[O:26])[C:20]1[CH:25]=[CH:24][CH:23]=[CH:22][CH:21]=1.C(O[BH-](OC(=O)C)OC(=O)C)(=O)C.[Na+]. Product: [C:19]([O:27][CH2:28][CH2:29][O:30][C:31]1[CH:36]=[C:35]([CH2:37][N:3]2[CH2:8][CH2:7][CH2:6][C@@H:5]([NH:9][C:10]3[CH:11]=[C:12]4[C:16](=[CH:17][CH:18]=3)[NH:15][N:14]=[CH:13]4)[CH2:4]2)[CH:34]=[CH:33][C:32]=1[CH3:39])(=[O:26])[C:20]1[CH:21]=[CH:22][CH:23]=[CH:24][CH:25]=1. The catalyst class is: 1. (4) Reactant: [CH2:1]([N:4]([CH2:12][C:13]([C:15]1[S:19][N:18]=[CH:17][CH:16]=1)=O)[C:5](=[O:11])[O:6][C:7]([CH3:10])([CH3:9])[CH3:8])[CH:2]=[CH2:3].N1C=CC=CC=1.Cl.[NH2:27][OH:28]. Product: [CH2:1]([N:4]([CH2:12][C:13](=[N:27][OH:28])[C:15]1[S:19][N:18]=[CH:17][CH:16]=1)[C:5](=[O:11])[O:6][C:7]([CH3:10])([CH3:9])[CH3:8])[CH:2]=[CH2:3]. The catalyst class is: 8. (5) Reactant: [Br:1][C:2]1[C:3]([N:12]([CH:14]2[CH2:18][CH2:17][CH2:16][CH2:15]2)[CH3:13])=[N:4][C:5]([S:8]([CH3:11])(=O)=O)=[N:6][CH:7]=1.C1C=C(Cl)C=C(C(OO)=O)C=1. Product: [Br:1][C:2]1[C:3]([N:12]([CH:14]2[CH2:18][CH2:17][CH2:16][CH2:15]2)[CH3:13])=[N:4][C:5]([S:8][CH3:11])=[N:6][CH:7]=1. The catalyst class is: 2. (6) Reactant: [Br:1][C:2]1[CH:9]=[C:8]([F:10])[C:7]([CH2:11][OH:12])=[CH:6][C:3]=1[C:4]#[N:5].I[CH3:14]. Product: [Br:1][C:2]1[CH:9]=[C:8]([F:10])[C:7]([CH2:11][O:12][CH3:14])=[CH:6][C:3]=1[C:4]#[N:5]. The catalyst class is: 10. (7) Reactant: [NH2:1][CH2:2][C@@H:3]([OH:21])[CH2:4][C:5]1[CH:10]=[CH:9][CH:8]=[C:7](/[CH:11]=[CH:12]/[C:13]2[C:18]([Cl:19])=[CH:17][CH:16]=[CH:15][C:14]=2[Cl:20])[CH:6]=1.C(N(CC)C(C)C)(C)C.[C:31](O[C:31]([O:33][C:34]([CH3:37])([CH3:36])[CH3:35])=[O:32])([O:33][C:34]([CH3:37])([CH3:36])[CH3:35])=[O:32]. Product: [Cl:19][C:18]1[CH:17]=[CH:16][CH:15]=[C:14]([Cl:20])[C:13]=1/[CH:12]=[CH:11]/[C:7]1[CH:6]=[C:5]([CH2:4][CH:3]([OH:21])[CH2:2][NH:1][C:31](=[O:32])[O:33][C:34]([CH3:37])([CH3:36])[CH3:35])[CH:10]=[CH:9][CH:8]=1. The catalyst class is: 1. (8) Reactant: [CH2:1]([N:3]([CH2:11][CH3:12])[C:4]1[CH:9]=[CH:8][C:7]([NH2:10])=[CH:6][CH:5]=1)[CH3:2].Br[C:14]1[CH:15]=[CH:16][C:17]2[O:21][CH2:20][CH2:19][C:18]=2[CH:22]=1.C1(P(C2C=CC=CC=2)C2C=CC3C(=CC=CC=3)C=2C2C3C(=CC=CC=3)C=CC=2P(C2C=CC=CC=2)C2C=CC=CC=2)C=CC=CC=1.CC(C)([O-])C.[Na+]. Product: [O:21]1[C:17]2[CH:16]=[CH:15][C:14]([NH:10][C:7]3[CH:8]=[CH:9][C:4]([N:3]([CH2:1][CH3:2])[CH2:11][CH3:12])=[CH:5][CH:6]=3)=[CH:22][C:18]=2[CH2:19][CH2:20]1. The catalyst class is: 187. (9) Reactant: [O:1]1[C:5]2[CH:6]=[CH:7][C:8]([CH:10]=[C:11]3[S:15][C:14](=S)[NH:13][C:12]3=[O:17])=[CH:9][C:4]=2[O:3][CH2:2]1.C([O-])([O-])=O.[Na+].[Na+].[CH2:24]([NH2:31])[C:25]1[CH:30]=[CH:29][CH:28]=[CH:27][CH:26]=1. Product: [O:1]1[C:5]2[CH:6]=[CH:7][C:8]([CH:10]=[C:11]3[S:15][C:14](=[N:31][CH2:24][C:25]4[CH:30]=[CH:29][CH:28]=[CH:27][CH:26]=4)[NH:13][C:12]3=[O:17])=[CH:9][C:4]=2[O:3][CH2:2]1. The catalyst class is: 88.